From a dataset of Reaction yield outcomes from USPTO patents with 853,638 reactions. Predict the reaction yield, written as a fraction of the theoretical maximum amount of product (1.0 means a 100% yield; for example, 0.34 means a 34% yield). The reactants are [CH3:1][N:2]1[CH2:15][CH2:14][C:13]2[C:12]3[CH:11]=[C:10]([CH3:16])[CH:9]=[CH:8][C:7]=3[NH:6][C:5]=2[CH2:4][CH2:3]1.[O-]P([O-])([O-])=O.[K+].[K+].[K+].Br[CH2:26][CH2:27][C:28]1[CH:33]=[CH:32][CH:31]=[CH:30][C:29]=1[Cl:34].CN(C=O)C. The catalyst is [Cu](I)I.O. The product is [Cl:34][C:29]1[CH:30]=[CH:31][CH:32]=[CH:33][C:28]=1[CH2:27][CH2:26][N:6]1[C:7]2[CH:8]=[CH:9][C:10]([CH3:16])=[CH:11][C:12]=2[C:13]2[CH2:14][CH2:15][N:2]([CH3:1])[CH2:3][CH2:4][C:5]1=2. The yield is 0.107.